From a dataset of Reaction yield outcomes from USPTO patents with 853,638 reactions. Predict the reaction yield, written as a fraction of the theoretical maximum amount of product (1.0 means a 100% yield; for example, 0.34 means a 34% yield). (1) The reactants are C1(P(C2C=CC=CC=2)C2C=CC=CC=2)C=CC=CC=1.CC(OC(/N=N/C(OC(C)C)=O)=O)C.[C:34]([O:38][C:39]([N:41]1[CH2:46][CH2:45][CH:44]([N:47]=[C:48]([C:55]2[CH:60]=[CH:59][CH:58]=[CH:57][CH:56]=2)[C:49]2[CH:54]=[CH:53][CH:52]=[CH:51][CH:50]=2)[CH:43](O)[CH2:42]1)=[O:40])([CH3:37])([CH3:36])[CH3:35].P([N:78]=[N+:79]=[N-:80])(OC1C=CC=CC=1)(OC1C=CC=CC=1)=O. The catalyst is C1COCC1. The product is [C:34]([O:38][C:39]([N:41]1[CH2:46][CH2:45][C@H:44]([N:47]=[C:48]([C:55]2[CH:60]=[CH:59][CH:58]=[CH:57][CH:56]=2)[C:49]2[CH:50]=[CH:51][CH:52]=[CH:53][CH:54]=2)[C@H:43]([N:78]=[N+:79]=[N-:80])[CH2:42]1)=[O:40])([CH3:37])([CH3:36])[CH3:35]. The yield is 0.710. (2) The reactants are C[O:2][C:3]([C:5]1[C:14]([NH:15][C:16]2[CH:21]=[CH:20][CH:19]=[CH:18][C:17]=2[Cl:22])=[C:13]([F:23])[C:8]2=[N:9][O:10][C:11]([CH3:12])=[C:7]2[CH:6]=1)=[O:4].C1COCC1.[Li+].[OH-].Cl. The catalyst is O. The product is [Cl:22][C:17]1[CH:18]=[CH:19][CH:20]=[CH:21][C:16]=1[NH:15][C:14]1[C:5]([C:3]([OH:4])=[O:2])=[CH:6][C:7]2[C:8]([C:13]=1[F:23])=[N:9][O:10][C:11]=2[CH3:12]. The yield is 0.910. (3) The reactants are [C:1]([C:3]1[CH:4]=[C:5]([NH:9][C:10](=[O:18])[C:11]2[CH:16]=[CH:15][CH:14]=[CH:13][C:12]=2[CH3:17])[CH:6]=[CH:7][CH:8]=1)#[CH:2].Br[C:20]1[CH:21]=[N:22][CH:23]=[C:24]([CH:37]=1)[C:25]([N:27]=[S@@:28]([CH3:36])(=[O:35])[C:29]1[CH:34]=[CH:33][CH:32]=[CH:31][CH:30]=1)=[O:26].CCN(CC)CC. The catalyst is Cl[Pd](Cl)([P](C1C=CC=CC=1)(C1C=CC=CC=1)C1C=CC=CC=1)[P](C1C=CC=CC=1)(C1C=CC=CC=1)C1C=CC=CC=1.[Cu]I.CCOC(C)=O. The product is [CH3:17][C:12]1[CH:13]=[CH:14][CH:15]=[CH:16][C:11]=1[C:10]([NH:9][C:5]1[CH:4]=[C:3]([C:1]#[C:2][C:20]2[CH:21]=[N:22][CH:23]=[C:24]([CH:37]=2)[C:25]([N:27]=[S@@:28]([CH3:36])(=[O:35])[C:29]2[CH:34]=[CH:33][CH:32]=[CH:31][CH:30]=2)=[O:26])[CH:8]=[CH:7][CH:6]=1)=[O:18]. The yield is 0.830.